Dataset: Peptide-MHC class I binding affinity with 185,985 pairs from IEDB/IMGT. Task: Regression. Given a peptide amino acid sequence and an MHC pseudo amino acid sequence, predict their binding affinity value. This is MHC class I binding data. (1) The peptide sequence is TCNDHYLCLR. The MHC is HLA-A03:01 with pseudo-sequence HLA-A03:01. The binding affinity (normalized) is 0.0376. (2) The peptide sequence is KYQVPSLQYL. The MHC is Mamu-B03 with pseudo-sequence Mamu-B03. The binding affinity (normalized) is 0.462. (3) The peptide sequence is RLFFIDWEY. The MHC is HLA-A11:01 with pseudo-sequence HLA-A11:01. The binding affinity (normalized) is 0.208.